From a dataset of Reaction yield outcomes from USPTO patents with 853,638 reactions. Predict the reaction yield, written as a fraction of the theoretical maximum amount of product (1.0 means a 100% yield; for example, 0.34 means a 34% yield). (1) The reactants are [F:1][C:2]1[CH:7]=[C:6](F)[C:5]([F:9])=[CH:4][C:3]=1[N+:10]([O-:12])=[O:11].[CH2:13]([OH:20])[C:14]1[CH:19]=[CH:18][CH:17]=[CH:16][CH:15]=1.C(=O)([O-])[O-].[K+].[K+].O. The catalyst is CN(C=O)C. The product is [F:9][C:5]1[CH:4]=[C:3]([N+:10]([O-:12])=[O:11])[C:2]([F:1])=[CH:7][C:6]=1[O:20][CH2:13][C:14]1[CH:19]=[CH:18][CH:17]=[CH:16][CH:15]=1. The yield is 0.920. (2) The reactants are [O:1]1[C:5]2[CH:6]=[CH:7][C:8]([C:10]3[O:14][C:13]([SH:15])=[N:12][N:11]=3)=[CH:9][C:4]=2[CH2:3][CH2:2]1.[CH3:16][S:17][C:18]1[CH:25]=[CH:24][C:21]([CH2:22]Cl)=[CH:20][C:19]=1[C:26]([F:29])([F:28])[F:27]. No catalyst specified. The product is [O:1]1[C:5]2[CH:6]=[CH:7][C:8]([C:10]3[O:14][C:13]([S:15][CH2:22][C:21]4[CH:24]=[CH:25][C:18]([S:17][CH3:16])=[C:19]([C:26]([F:29])([F:27])[F:28])[CH:20]=4)=[N:12][N:11]=3)=[CH:9][C:4]=2[CH2:3][CH2:2]1. The yield is 0.890.